From a dataset of Catalyst prediction with 721,799 reactions and 888 catalyst types from USPTO. Predict which catalyst facilitates the given reaction. (1) Reactant: [CH3:1][O:2][C:3]1[CH:12]=[CH:11][C:6]([C:7]([O:9][CH3:10])=[O:8])=[C:5]([N+:13]([O-])=O)[CH:4]=1.O.O.[Sn](Cl)Cl. Product: [NH2:13][C:5]1[CH:4]=[C:3]([O:2][CH3:1])[CH:12]=[CH:11][C:6]=1[C:7]([O:9][CH3:10])=[O:8]. The catalyst class is: 39. (2) Reactant: Br[C:2]1[S:6][C:5]([NH:7][S:8]([CH3:11])(=[O:10])=[O:9])=[N:4][C:3]=1[CH2:12][CH:13]1[CH2:18][CH2:17][CH2:16][CH2:15][CH2:14]1.C([O-])([O-])=O.[Cs+].[Cs+].[C:25]([NH:29][S:30]([C:33]1[CH:38]=[CH:37][C:36](B2OC(C)(C)C(C)(C)O2)=[CH:35][C:34]=1[C:48]([F:51])([F:50])[F:49])(=[O:32])=[O:31])([CH3:28])([CH3:27])[CH3:26]. Product: [C:25]([NH:29][S:30]([C:33]1[CH:38]=[CH:37][C:36]([C:2]2[S:6][C:5]([NH:7][S:8]([CH3:11])(=[O:10])=[O:9])=[N:4][C:3]=2[CH2:12][CH:13]2[CH2:18][CH2:17][CH2:16][CH2:15][CH2:14]2)=[CH:35][C:34]=1[C:48]([F:51])([F:49])[F:50])(=[O:31])=[O:32])([CH3:28])([CH3:26])[CH3:27]. The catalyst class is: 398. (3) Reactant: [Br:1][C:2]1[CH:3]=[C:4]([CH:8]=[CH:9][N:10]=1)[C:5]([OH:7])=O.CN(C(ON1N=NC2C=CC=NC1=2)=[N+](C)C)C.F[P-](F)(F)(F)(F)F.C(N(C(C)C)C(C)C)C.[O:44]1[CH2:49][CH2:48][O:47][CH2:46][CH:45]1[C:50]1[C:58]2[S:57][C:56]([NH2:59])=[N:55][C:54]=2[C:53]([O:60][CH3:61])=[CH:52][CH:51]=1.C(=O)(O)[O-].[Na+]. Product: [Br:1][C:2]1[CH:3]=[C:4]([CH:8]=[CH:9][N:10]=1)[C:5]([NH:59][C:56]1[S:57][C:58]2[C:50]([CH:45]3[CH2:46][O:47][CH2:48][CH2:49][O:44]3)=[CH:51][CH:52]=[C:53]([O:60][CH3:61])[C:54]=2[N:55]=1)=[O:7]. The catalyst class is: 1. (4) Reactant: C(N(CC)CC)C.[Cl:8][C:9]1[C:10]([CH:19]([C:21]([O:23][CH2:24][CH3:25])=[O:22])[NH2:20])=[N:11][CH:12]=[C:13]([C:15]([F:18])(F)F)[CH:14]=1.[CH3:26][O:27][C:28]1[CH:29]=[C:30]([CH:34]=[CH:35][C:36]=1[O:37][CH3:38])[C:31](Cl)=[O:32]. Product: [Cl:8][C:9]1[C:10]([CH:19]([C:21]([O:23][CH2:24][CH3:25])=[O:22])[NH:20][C:31](=[O:32])[C:30]2[CH:34]=[CH:35][C:36]([O:37][CH3:38])=[C:28]([O:27][CH3:26])[CH:29]=2)=[N:11][CH:12]=[C:13]([CH2:15][F:18])[CH:14]=1. The catalyst class is: 9.